From a dataset of Full USPTO retrosynthesis dataset with 1.9M reactions from patents (1976-2016). Predict the reactants needed to synthesize the given product. Given the product [CH:1]1([C:5]2[N:6]=[C:7]([NH:10][C:11]([C:13]3[CH:24]=[CH:23][N:16]4[C:17](=[O:22])[CH:18]=[C:19]([N:54]5[CH2:55][CH2:56][CH2:57][CH:52]([OH:51])[CH2:53]5)[N:20]=[C:15]4[CH:14]=3)=[O:12])[S:8][CH:9]=2)[CH2:4][CH2:3][CH2:2]1, predict the reactants needed to synthesize it. The reactants are: [CH:1]1([C:5]2[N:6]=[C:7]([NH:10][C:11]([C:13]3[CH:24]=[CH:23][N:16]4[C:17](=[O:22])[CH2:18][C:19](=O)[N:20]=[C:15]4[CH:14]=3)=[O:12])[S:8][CH:9]=2)[CH2:4][CH2:3][CH2:2]1.P(Cl)(OC1C=CC=CC=1)(OC1C=CC=CC=1)=O.C(N(C(C)C)CC)(C)C.[OH:51][CH:52]1[CH2:57][CH2:56][CH2:55][NH:54][CH2:53]1.C(=O)([O-])O.[Na+].